This data is from Catalyst prediction with 721,799 reactions and 888 catalyst types from USPTO. The task is: Predict which catalyst facilitates the given reaction. Reactant: [CH3:1][S:2]([C:5]1[CH:6]=[C:7]([C:11]2[S:15][C:14]([CH2:16][NH:17][S:18]([C:21]3[CH:26]=[CH:25][CH:24]=[CH:23][C:22]=3[C:27]([F:30])([F:29])[F:28])(=[O:20])=[O:19])=[CH:13][CH:12]=2)[CH:8]=[CH:9][CH:10]=1)(=[O:4])=[O:3].IC.[C:33](=O)([O-])[O-].[Cs+].[Cs+]. Product: [CH3:1][S:2]([C:5]1[CH:6]=[C:7]([C:11]2[S:15][C:14]([CH2:16][N:17]([CH3:33])[S:18]([C:21]3[CH:26]=[CH:25][CH:24]=[CH:23][C:22]=3[C:27]([F:30])([F:28])[F:29])(=[O:20])=[O:19])=[CH:13][CH:12]=2)[CH:8]=[CH:9][CH:10]=1)(=[O:3])=[O:4]. The catalyst class is: 80.